This data is from Forward reaction prediction with 1.9M reactions from USPTO patents (1976-2016). The task is: Predict the product of the given reaction. (1) Given the reactants C1C(C(CBr)=[O:8])=CC=C(Br)C=1.[Cl:12][C:13]1[CH:14]=[C:15]([NH:20][C:21]2[C:22]3[CH:29]=[CH:28][N:27]([CH3:30])[C:23]=3[N:24]=[CH:25][N:26]=2)[CH:16]=[CH:17][C:18]=1[F:19], predict the reaction product. The product is: [Cl:12][C:13]1[CH:14]=[C:15]([NH:20][C:21]2[C:22]3[CH2:29][C:28](=[O:8])[N:27]([CH3:30])[C:23]=3[N:24]=[CH:25][N:26]=2)[CH:16]=[CH:17][C:18]=1[F:19]. (2) The product is: [CH2:1]([O:2][C:3]1[CH:4]=[C:5]([C:11]2[CH:16]=[CH:15][C:14]([C:17]3[CH:22]=[CH:21][C:20]([O:23][CH2:24][CH2:48][CH2:47][CH2:46][CH2:45][CH2:44][CH2:43][CH2:42][CH2:41][CH2:40][CH2:39][CH3:38])=[C:19]([O:25][CH2:26][CH2:13][CH2:14][CH2:15][CH2:16][CH2:11][CH2:5][CH2:4][CH2:3][CH2:8][CH2:7][CH3:6])[C:18]=3[O:27][CH2:28][CH2:48][CH2:47][CH2:46][CH2:45][CH2:44][CH2:43][CH2:42][CH2:41][CH2:40][CH2:39][CH3:38])=[CH:13][N:12]=2)[CH:6]=[CH:7][C:8]=1[O:9][CH2:10][CH2:48][CH2:47][CH2:46][CH2:45][CH2:44][CH2:43][CH2:42][CH2:41][CH2:40][CH2:39][CH3:38])[CH2:31][CH2:32][CH2:33][CH2:34][CH2:35][CH2:21][CH2:22][CH2:17][CH2:18][CH2:19][CH3:20]. Given the reactants [CH3:1][O:2][C:3]1[CH:4]=[C:5]([C:11]2[CH:16]=[CH:15][C:14]([C:17]3[CH:22]=[CH:21][C:20]([O:23][CH3:24])=[C:19]([O:25][CH3:26])[C:18]=3[O:27][CH3:28])=[CH:13][N:12]=2)[CH:6]=[CH:7][C:8]=1[O:9][CH3:10].[Cl-].[NH+]1[CH:35]=[CH:34][CH:33]=[CH:32][CH:31]=1.BrC[CH2:38][CH2:39][CH2:40][CH2:41][CH2:42][CH2:43][CH2:44][CH2:45][CH2:46][CH2:47][CH3:48].C(=O)([O-])[O-].[K+].[K+], predict the reaction product. (3) Given the reactants CCN=C=NCCCN(C)C.C1C=CC2N(O)N=NC=2C=1.[Br:22][C:23]1[CH:28]=[CH:27][C:26]([NH:29][C:30]2[C:38]([C:39]([OH:41])=O)=[C:37]3[N:33]([CH2:34][CH2:35][CH2:36]3)[C:32](=[O:42])[C:31]=2[F:43])=[C:25]([F:44])[CH:24]=1.[CH:45]([O:47][CH2:48][CH2:49][O:50][NH2:51])=[CH2:46], predict the reaction product. The product is: [CH:45]([O:47][CH2:48][CH2:49][O:50][NH:51][C:39]([C:38]1[C:30]([NH:29][C:26]2[CH:27]=[CH:28][C:23]([Br:22])=[CH:24][C:25]=2[F:44])=[C:31]([F:43])[C:32](=[O:42])[N:33]2[C:37]=1[CH2:36][CH2:35][CH2:34]2)=[O:41])=[CH2:46]. (4) Given the reactants [Cl:1][C:2]1[CH:3]=[N+:4]([O-:10])[CH:5]=[C:6]([Cl:9])[C:7]=1Cl.O.[SH-:12].[Na+], predict the reaction product. The product is: [Cl:1][C:2]1[CH:3]=[N+:4]([O-:10])[CH:5]=[C:6]([Cl:9])[C:7]=1[SH:12]. (5) Given the reactants [CH:1](NC(C)C)(C)C.C([Li])CCC.[Br:13][C:14]1[CH:19]=[CH:18][C:17]([CH:20]([CH3:25])[C:21]([O:23]C)=[O:22])=[CH:16][CH:15]=1.IC.CC(C)([O-])C.[K+].[Cl-].[NH4+].[OH-].[Li+], predict the reaction product. The product is: [Br:13][C:14]1[CH:19]=[CH:18][C:17]([C:20]([CH3:25])([CH3:1])[C:21]([OH:23])=[O:22])=[CH:16][CH:15]=1. (6) Given the reactants [CH2:1]([OH:8])[C:2]1[CH:7]=[CH:6][CH:5]=[CH:4][CH:3]=1.[H-].[Na+].[Br:11][C:12]1[CH:13]=[C:14](Br)[C:15]2[N:16]([C:18]([CH3:22])=[C:19]([CH3:21])[N:20]=2)[CH:17]=1, predict the reaction product. The product is: [CH2:1]([O:8][C:14]1[C:15]2[N:16]([C:18]([CH3:22])=[C:19]([CH3:21])[N:20]=2)[CH:17]=[C:12]([Br:11])[CH:13]=1)[C:2]1[CH:7]=[CH:6][CH:5]=[CH:4][CH:3]=1.